Dataset: Forward reaction prediction with 1.9M reactions from USPTO patents (1976-2016). Task: Predict the product of the given reaction. (1) Given the reactants [CH2:1]([C@H:8]1[CH2:12][O:11][C:10](=[O:13])[N:9]1[C:14](=[O:20])[C@H:15]([CH:17]1[CH2:19][CH2:18]1)[OH:16])[C:2]1[CH:7]=[CH:6][CH:5]=[CH:4][CH:3]=1.N1C(C)=CC=CC=1C.FC(F)(F)S(O[Si:35]([CH:42]([CH3:44])[CH3:43])([CH:39]([CH3:41])[CH3:40])[CH:36]([CH3:38])[CH3:37])(=O)=O, predict the reaction product. The product is: [CH2:1]([C@H:8]1[CH2:12][O:11][C:10](=[O:13])[N:9]1[C:14](=[O:20])[C@H:15]([CH:17]1[CH2:19][CH2:18]1)[O:16][Si:35]([CH:42]([CH3:44])[CH3:43])([CH:39]([CH3:41])[CH3:40])[CH:36]([CH3:38])[CH3:37])[C:2]1[CH:3]=[CH:4][CH:5]=[CH:6][CH:7]=1. (2) Given the reactants [CH2:1]([O:5][C@H:6]1[C@H:14]([CH3:15])[O:13][C:12](=[O:16])[C@@H:11]([NH:17]C(=O)OC(C)(C)C)[CH2:10][O:9][CH2:8][C@@H:7]1[CH2:25][C:26]1[CH:31]=[CH:30][C:29]([CH3:32])=[CH:28][CH:27]=1)[CH:2]([CH3:4])[CH3:3].Cl.O1CCOCC1, predict the reaction product. The product is: [NH2:17][C@H:11]1[CH2:10][O:9][CH2:8][C@H:7]([CH2:25][C:26]2[CH:31]=[CH:30][C:29]([CH3:32])=[CH:28][CH:27]=2)[C@@H:6]([O:5][CH2:1][CH:2]([CH3:3])[CH3:4])[C@H:14]([CH3:15])[O:13][C:12]1=[O:16]. (3) The product is: [C:25]([O:29][C:30](=[O:60])[NH:31][CH:32]([CH2:52][C:53]1[CH:58]=[CH:57][C:56]([Cl:59])=[CH:55][CH:54]=1)[C:33](=[O:34])[N:35]1[CH2:40][CH2:39][N:38]([C:41]2[C:50]3[C:45](=[CH:46][CH:47]=[C:48]([C:6]4[CH:11]=[CH:10][CH:9]=[CH:8][CH:7]=4)[CH:49]=3)[N:44]=[CH:43][N:42]=2)[CH2:37][CH2:36]1)([CH3:28])([CH3:27])[CH3:26]. Given the reactants C1COCC1.[C:6]1([As]([C:6]2[CH:11]=[CH:10][CH:9]=[CH:8][CH:7]=2)[C:6]2[CH:11]=[CH:10][CH:9]=[CH:8][CH:7]=2)[CH:11]=[CH:10][CH:9]=[CH:8][CH:7]=1.[C:25]([O:29][C:30](=[O:60])[NH:31][CH:32]([CH2:52][C:53]1[CH:58]=[CH:57][C:56]([Cl:59])=[CH:55][CH:54]=1)[C:33]([N:35]1[CH2:40][CH2:39][N:38]([C:41]2[C:50]3[C:45](=[CH:46][CH:47]=[C:48](Br)[CH:49]=3)[N:44]=[CH:43][N:42]=2)[CH2:37][CH2:36]1)=[O:34])([CH3:28])([CH3:27])[CH3:26].C1(B(O)O)C=CC=CC=1, predict the reaction product. (4) Given the reactants [CH2:1]([N:3]([CH:34]1[CH2:39][CH2:38][O:37][CH2:36][CH2:35]1)[C:4]1[C:5]([CH3:33])=[C:6]([CH:22]=[C:23]([C:25]2[CH:26]=[N:27][C:28]([CH:31]=O)=[CH:29][CH:30]=2)[CH:24]=1)[C:7]([NH:9][CH2:10][C:11]1[C:12](=[O:21])[NH:13][C:14]([CH3:20])=[CH:15][C:16]=1[CH:17]([CH3:19])[CH3:18])=[O:8])[CH3:2].[NH:40]1[CH2:45][CH2:44][O:43][CH2:42][CH2:41]1.C(O)(=O)C.C(O[BH-](OC(=O)C)OC(=O)C)(=O)C.[Na+], predict the reaction product. The product is: [CH2:1]([N:3]([CH:34]1[CH2:39][CH2:38][O:37][CH2:36][CH2:35]1)[C:4]1[C:5]([CH3:33])=[C:6]([CH:22]=[C:23]([C:25]2[CH:26]=[N:27][C:28]([CH2:31][N:40]3[CH2:45][CH2:44][O:43][CH2:42][CH2:41]3)=[CH:29][CH:30]=2)[CH:24]=1)[C:7]([NH:9][CH2:10][C:11]1[C:12](=[O:21])[NH:13][C:14]([CH3:20])=[CH:15][C:16]=1[CH:17]([CH3:18])[CH3:19])=[O:8])[CH3:2]. (5) Given the reactants [CH:1]1[CH2:5][CH:4]=[CH:3][CH:2]=1.O=[CH:7][C:8]([O:10][CH2:11][CH3:12])=[O:9].[NH4+:13].[Cl-].C(=O)(O)[O-].[Na+], predict the reaction product. The product is: [CH:2]12[CH2:1][CH:5]([CH:4]=[CH:3]1)[CH:7]([C:8]([O:10][CH2:11][CH3:12])=[O:9])[NH:13]2.